This data is from Full USPTO retrosynthesis dataset with 1.9M reactions from patents (1976-2016). The task is: Predict the reactants needed to synthesize the given product. (1) Given the product [CH3:1][C:2]1[CH:3]=[CH:4][C:5](/[CH:8]=[CH:9]/[C:10]2[C:18]3[C:13](=[CH:14][CH:15]=[C:16]([C:19]4[N:23]=[CH:22][NH:21][N:20]=4)[CH:17]=3)[NH:12][N:11]=2)=[CH:6][CH:7]=1, predict the reactants needed to synthesize it. The reactants are: [CH3:1][C:2]1[CH:7]=[CH:6][C:5](/[CH:8]=[CH:9]/[C:10]2(C(C3CCCCO3)=O)[C:18]3[C:13](=[CH:14][CH:15]=[C:16]([C:19]4[N:23]=[CH:22][N:21](C(C5C=CC=CC=5)(C5C=CC=CC=5)C5C=CC=CC=5)[N:20]=4)[CH:17]=3)[NH:12][NH:11]2)=[CH:4][CH:3]=1. (2) The reactants are: [Cl:1][C:2]1[CH:11]=[C:6]([C:7]([O:9][CH3:10])=[O:8])[C:5]([OH:12])=[CH:4][CH:3]=1.C([O-])([O-])=O.[K+].[K+].Br[CH2:20][CH2:21][CH2:22][N:23]1[C:27](=[O:28])[C:26]2=[CH:29][CH:30]=[CH:31][CH:32]=[C:25]2[C:24]1=[O:33]. Given the product [Cl:1][C:2]1[CH:3]=[CH:4][C:5]([O:12][CH2:20][CH2:21][CH2:22][N:23]2[C:27](=[O:28])[C:26]3[C:25](=[CH:32][CH:31]=[CH:30][CH:29]=3)[C:24]2=[O:33])=[C:6]([CH:11]=1)[C:7]([O:9][CH3:10])=[O:8], predict the reactants needed to synthesize it. (3) Given the product [CH2:24]([O:31][C:32]1[CH:33]=[CH:34][C:35]([NH:38][C:39]([C:41]2[NH:42][CH:44]=[CH:45][CH:46]=2)=[O:40])=[CH:36][CH:37]=1)[C:25]1[CH:26]=[CH:27][CH:28]=[CH:29][CH:30]=1, predict the reactants needed to synthesize it. The reactants are: C(OC1C=CC(N)=CC=1)C1C=CC=CC=1.N1C=CC=C1C(O)=O.[CH2:24]([O:31][C:32]1[CH:37]=[CH:36][C:35]([NH:38][C:39]([C:41]2[CH:46]=[CH:45][CH:44]=C[N:42]=2)=[O:40])=[CH:34][CH:33]=1)[C:25]1[CH:30]=[CH:29][CH:28]=[CH:27][CH:26]=1. (4) Given the product [CH3:12][CH2:11][CH2:10][CH2:9][CH2:8][CH2:7][CH2:6][CH2:5][CH2:4][CH2:3][CH2:2][C:1]([OH:14])=[O:13].[CH2:20]([CH:25]([CH2:24][CH2:23][CH2:22][CH3:21])[CH2:15][O:14][C:1](=[O:13])[CH2:2][CH2:3][CH2:4][CH2:5][CH2:6][CH2:7][CH2:8][CH:9]=[CH2:10])[CH3:26], predict the reactants needed to synthesize it. The reactants are: [C:1]([OH:14])(=[O:13])[CH2:2][CH2:3][CH2:4][CH2:5][CH2:6][CH2:7][CH2:8][CH2:9][CH2:10][CH2:11][CH3:12].[CH3:15]S(O)(=O)=O.[C:20]1([CH3:26])[CH:25]=[CH:24][CH:23]=[CH:22][CH:21]=1. (5) The reactants are: [F:1][C:2]1[CH:7]=[CH:6][C:5]([C:8]2[C:9]([C:21]3[CH:26]=[CH:25][CH:24]=[C:23]([CH3:27])[N:22]=3)=[N:10][N:11]([CH2:13][O:14][CH2:15][CH2:16][Si:17]([CH3:20])([CH3:19])[CH3:18])[CH:12]=2)=[CH:4][C:3]=1B1OC(C)(C)C(C)(C)O1.Br[C:38]1[S:42][C:41]([S:43]([NH2:46])(=[O:45])=[O:44])=[CH:40][CH:39]=1.O. Given the product [F:1][C:2]1[CH:7]=[CH:6][C:5]([C:8]2[C:9]([C:21]3[CH:26]=[CH:25][CH:24]=[C:23]([CH3:27])[N:22]=3)=[N:10][N:11]([CH2:13][O:14][CH2:15][CH2:16][Si:17]([CH3:20])([CH3:18])[CH3:19])[CH:12]=2)=[CH:4][C:3]=1[C:38]1[S:42][C:41]([S:43]([NH2:46])(=[O:45])=[O:44])=[CH:40][CH:39]=1, predict the reactants needed to synthesize it. (6) Given the product [Cl:17][C:18]1[CH:23]=[C:22]([Cl:24])[CH:21]=[CH:20][C:19]=1[C:25]1([O:50][Si:51]([CH2:56][CH3:57])([CH2:52][CH3:53])[CH2:54][CH3:55])[C:33]2[C:28](=[CH:29][C:30]([C:2]3[O:1][CH:5]=[CH:4][N:3]=3)=[CH:31][C:32]=2[C:34]([F:36])([F:35])[F:37])[N:27]([CH2:39][C@H:40]2[CH2:41][C@H:42]([N:44]([CH2:45][CH3:46])[CH2:47][CH3:48])[CH2:43]2)[C:26]1=[O:49], predict the reactants needed to synthesize it. The reactants are: [O:1]1[CH:5]=[CH:4][N:3]=[CH:2]1.CCCCCC.C([Li])CCC.[Cl:17][C:18]1[CH:23]=[C:22]([Cl:24])[CH:21]=[CH:20][C:19]=1[C:25]1([O:50][Si:51]([CH2:56][CH3:57])([CH2:54][CH3:55])[CH2:52][CH3:53])[C:33]2[C:28](=[CH:29][C:30](I)=[CH:31][C:32]=2[C:34]([F:37])([F:36])[F:35])[N:27]([CH2:39][C@H:40]2[CH2:43][C@H:42]([N:44]([CH2:47][CH3:48])[CH2:45][CH3:46])[CH2:41]2)[C:26]1=[O:49].O. (7) Given the product [CH3:9][O:10][C:11]([CH2:13][C:14]1[CH:23]=[C:22]([NH2:24])[C:21]([Cl:1])=[CH:20][C:15]=1[C:16]([O:18][CH3:19])=[O:17])=[O:12], predict the reactants needed to synthesize it. The reactants are: [Cl:1]N1C(=O)CCC1=O.[CH3:9][O:10][C:11]([CH2:13][C:14]1[CH:23]=[C:22]([NH2:24])[CH:21]=[CH:20][C:15]=1[C:16]([O:18][CH3:19])=[O:17])=[O:12].O.COC(CC1C(Cl)=C(N)C=CC=1C(OC)=O)=O. (8) Given the product [Cl:1][C:2]1[CH:7]=[CH:6][N:5]=[C:4]2[C:8]([C:11]([NH:13][C@H:14]3[CH2:19][CH2:18][CH2:17][CH2:16][C@@H:15]3[OH:20])=[O:12])=[CH:9][N:10]([CH2:22][C:23]3[CH:28]=[CH:27][CH:26]=[C:25]([CH3:29])[N:24]=3)[C:3]=12, predict the reactants needed to synthesize it. The reactants are: [Cl:1][C:2]1[CH:7]=[CH:6][N:5]=[C:4]2[C:8]([C:11]([NH:13][C@H:14]3[CH2:19][CH2:18][CH2:17][CH2:16][C@@H:15]3[OH:20])=[O:12])=[CH:9][NH:10][C:3]=12.Br[CH2:22][C:23]1[CH:28]=[CH:27][CH:26]=[C:25]([CH3:29])[N:24]=1.C(=O)([O-])[O-].[Cs+].[Cs+].CN(C=O)C. (9) Given the product [N+:14]([C:4]1[C:5]([N:8]2[CH2:13][CH2:12][O:11][CH2:10][CH2:9]2)=[N:6][CH:7]=[C:2]([N:64]2[CH2:69][CH2:68][S:67][CH2:66][CH2:65]2)[CH:3]=1)([O-:16])=[O:15], predict the reactants needed to synthesize it. The reactants are: Cl[C:2]1[CH:3]=[C:4]([N+:14]([O-:16])=[O:15])[C:5]([N:8]2[CH2:13][CH2:12][O:11][CH2:10][CH2:9]2)=[N:6][CH:7]=1.C1(C)C=CC=CC=1.CC(C1C=C(C(C)C)C(C2C=CC=CC=2P(C2CCCCC2)C2CCCCC2)=C(C(C)C)C=1)C.CC(C)([O-])C.[K+].[NH:64]1[CH2:69][CH2:68][S:67][CH2:66][CH2:65]1. (10) Given the product [CH3:1][C:2]1[N:10]([CH2:11][C:12]2[CH:13]=[CH:14][C:15](/[CH:18]=[CH:19]/[CH2:20][O:21][C@H:22]([CH3:31])[C:23]([OH:44])=[O:24])=[CH:16][CH:17]=2)[C:5]2=[N:6][CH:7]=[CH:8][CH:9]=[C:4]2[C:3]=1[C:32](=[O:33])[C:34]1[CH:39]=[CH:38][C:37]([CH3:40])=[CH:36][CH:35]=1, predict the reactants needed to synthesize it. The reactants are: [CH3:1][C:2]1[N:10]([CH2:11][C:12]2[CH:17]=[CH:16][C:15](/[CH:18]=[CH:19]/[CH2:20][O:21][C@H:22]([CH3:31])[C:23](N3CCOCC3)=[O:24])=[CH:14][CH:13]=2)[C:5]2=[N:6][CH:7]=[CH:8][CH:9]=[C:4]2[C:3]=1[C:32]([C:34]1[CH:39]=[CH:38][C:37]([CH3:40])=[CH:36][CH:35]=1)=[O:33].C1C[O:44]CC1.[OH-].[Li+].